Dataset: Forward reaction prediction with 1.9M reactions from USPTO patents (1976-2016). Task: Predict the product of the given reaction. (1) Given the reactants Cl[CH2:2][C:3]([NH:5][C:6]1[CH:15]=[CH:14][C:9]2[O:10][CH2:11][CH2:12][O:13][C:8]=2[CH:7]=1)=[O:4].C(=O)([O-])[O-].[K+].[K+].[CH3:22][O:23][CH2:24][CH2:25][NH2:26].CN(C=O)C, predict the reaction product. The product is: [O:10]1[C:9]2[CH:14]=[CH:15][C:6]([NH:5][C:3](=[O:4])[CH2:2][NH:26][CH2:25][CH2:24][O:23][CH3:22])=[CH:7][C:8]=2[O:13][CH2:12][CH2:11]1. (2) Given the reactants C1(P(C2C=CC=CC=2)C2C=CC=CC=2)C=CC=CC=1.CCOC(/N=N/C(OCC)=O)=O.[F:32][C:33]1[CH:55]=[CH:54][C:36]([O:37][C:38]2[CH:43]=[CH:42][C:41]([C:44]3[C:52]4[C:47](=[N:48][CH:49]=[N:50][C:51]=4[NH2:53])[NH:46][N:45]=3)=[CH:40][CH:39]=2)=[CH:35][CH:34]=1.O[C@H:57]1[CH2:62][CH2:61][CH2:60][N:59]([C:63]([O:65][C:66]([CH3:69])([CH3:68])[CH3:67])=[O:64])[CH2:58]1, predict the reaction product. The product is: [NH2:53][C:51]1[N:50]=[CH:49][N:48]=[C:47]2[N:46]([C@@H:61]3[CH2:62][CH2:57][CH2:58][N:59]([C:63]([O:65][C:66]([CH3:69])([CH3:68])[CH3:67])=[O:64])[CH2:60]3)[N:45]=[C:44]([C:41]3[CH:40]=[CH:39][C:38]([O:37][C:36]4[CH:54]=[CH:55][C:33]([F:32])=[CH:34][CH:35]=4)=[CH:43][CH:42]=3)[C:52]=12. (3) The product is: [OH2:4].[ClH:1].[F:17][C:14]1[CH:15]=[C:16]2[C:11]([CH:10]=[CH:9][C:8](=[O:18])[N:7]2[CH2:6][CH:5]=[O:4])=[N:12][CH:13]=1. Given the reactants [ClH:1].C([O:4][CH:5](OCC)[CH2:6][N:7]1[C:16]2[C:11](=[N:12][CH:13]=[C:14]([F:17])[CH:15]=2)[CH:10]=[CH:9][C:8]1=[O:18])C, predict the reaction product. (4) Given the reactants [OH-].[Na+].[NH2:3][C:4]1[C:11]([O:12][CH2:13][C:14]2[CH:19]=[CH:18][CH:17]=[CH:16][CH:15]=2)=[C:10]([Br:20])[CH:9]=[CH:8][C:5]=1[CH:6]=O.[C:21]([OH:26])(=[O:25])[C:22]([CH3:24])=O, predict the reaction product. The product is: [CH2:13]([O:12][C:11]1[C:10]([Br:20])=[CH:9][CH:8]=[C:5]2[C:4]=1[N:3]=[C:22]([C:21]([OH:26])=[O:25])[CH:24]=[CH:6]2)[C:14]1[CH:19]=[CH:18][CH:17]=[CH:16][CH:15]=1. (5) The product is: [ClH:21].[ClH:21].[CH3:11][CH:9]1[CH2:8][CH2:7][N:6]([CH:12]2[CH2:17][CH2:16][NH:15][CH2:14][CH2:13]2)[CH2:5][CH2:10]1. Given the reactants CC([CH:5]1[CH2:10][CH:9]([CH3:11])[CH2:8][CH2:7][N:6]1[CH:12]1[CH2:17][CH2:16][N:15](C([O-])=O)[CH2:14][CH2:13]1)(C)C.[ClH:21], predict the reaction product.